From a dataset of Catalyst prediction with 721,799 reactions and 888 catalyst types from USPTO. Predict which catalyst facilitates the given reaction. Reactant: [F:1][C:2]1[CH:3]=[C:4]([CH:18]=[C:19]([F:21])[CH:20]=1)[C:5]([NH:7][CH2:8][C:9]1[CH:10]=[CH:11][C:12]([C:15]([OH:17])=O)=[N:13][CH:14]=1)=[O:6].Cl.C[C:24]1[S:25][C:26]([CH2:29][NH2:30])=[CH:27][N:28]=1.C(N(CC)CC)C. Product: [F:21][C:19]1[CH:18]=[C:4]([CH:3]=[C:2]([F:1])[CH:20]=1)[C:5]([NH:7][CH2:8][C:9]1[CH:10]=[CH:11][C:12]([C:15]([NH:30][CH2:29][C:26]2[S:25][CH:24]=[N:28][CH:27]=2)=[O:17])=[N:13][CH:14]=1)=[O:6]. The catalyst class is: 9.